Dataset: Catalyst prediction with 721,799 reactions and 888 catalyst types from USPTO. Task: Predict which catalyst facilitates the given reaction. (1) Product: [Br:11][CH2:8][C:7]1[C:2]([Cl:1])=[N:3][CH:4]=[CH:5][CH:6]=1. The catalyst class is: 4. Reactant: [Cl:1][C:2]1[C:7]([CH2:8]O)=[CH:6][CH:5]=[CH:4][N:3]=1.P(Br)(Br)[Br:11]. (2) Reactant: C[O:2][C:3](=O)[CH2:4][N:5]([CH3:19])[CH:6]1[CH2:11][CH2:10][N:9]([C:12]([O:14][C:15]([CH3:18])([CH3:17])[CH3:16])=[O:13])[CH2:8][CH2:7]1.[H-].[H-].[H-].[H-].[Li+].[Al+3].O.[OH-].[Na+].O. Product: [OH:2][CH2:3][CH2:4][N:5]([CH3:19])[CH:6]1[CH2:11][CH2:10][N:9]([C:12]([O:14][C:15]([CH3:17])([CH3:16])[CH3:18])=[O:13])[CH2:8][CH2:7]1. The catalyst class is: 1. (3) Reactant: [NH2:1][C:2]1[N:7]=[C:6]([N:8]2[C@H:13]([CH3:14])[CH2:12][CH2:11][C@H:10]([C:15]([OH:17])=O)[CH2:9]2)[CH:5]=[C:4]([C:18]2[CH:23]=[CH:22][C:21]([C:24]#[N:25])=[C:20]([F:26])[CH:19]=2)[N:3]=1.CN(C(ON1N=NC2C=CC=NC1=2)=[N+](C)C)C.F[P-](F)(F)(F)(F)F.CCN(C(C)C)C(C)C.[CH:60]1([CH2:66][NH2:67])[CH2:65][CH2:64][CH2:63][CH2:62][CH2:61]1. Product: [NH2:1][C:2]1[N:7]=[C:6]([N:8]2[C@H:13]([CH3:14])[CH2:12][CH2:11][C@H:10]([C:15]([NH:67][CH2:66][CH:60]3[CH2:65][CH2:64][CH2:63][CH2:62][CH2:61]3)=[O:17])[CH2:9]2)[CH:5]=[C:4]([C:18]2[CH:23]=[CH:22][C:21]([C:24]#[N:25])=[C:20]([F:26])[CH:19]=2)[N:3]=1. The catalyst class is: 18. (4) Reactant: [F:1][C:2]([F:20])([F:19])[C:3]1[C:7]2[CH2:8][N:9]([C:12]([O:14][C:15]([CH3:18])([CH3:17])[CH3:16])=[O:13])[CH2:10][CH2:11][C:6]=2[NH:5][N:4]=1.C(=O)([O-])[O-].[K+].[K+].Br[CH2:28][C:29]([O:31][CH2:32][CH3:33])=[O:30]. Product: [CH2:32]([O:31][C:29](=[O:30])[CH2:28][N:5]1[C:6]2[CH2:11][CH2:10][N:9]([C:12]([O:14][C:15]([CH3:16])([CH3:17])[CH3:18])=[O:13])[CH2:8][C:7]=2[C:3]([C:2]([F:1])([F:19])[F:20])=[N:4]1)[CH3:33]. The catalyst class is: 21.